From a dataset of Reaction yield outcomes from USPTO patents with 853,638 reactions. Predict the reaction yield, written as a fraction of the theoretical maximum amount of product (1.0 means a 100% yield; for example, 0.34 means a 34% yield). (1) The reactants are [OH-].[K+].[N:3]1[CH:8]=[CH:7][CH:6]=[C:5]([CH:9]=[O:10])[CH:4]=1.[N+:11]([CH2:13][C:14]([N:16]1[CH2:20][CH2:19][CH2:18][CH2:17]1)=[O:15])#[C-:12]. The catalyst is CO. The product is [N:3]1[CH:8]=[CH:7][CH:6]=[C:5]([C@@H:9]2[O:10][CH:12]=[N:11][C@H:13]2[C:14]([N:16]2[CH2:20][CH2:19][CH2:18][CH2:17]2)=[O:15])[CH:4]=1. The yield is 0.390. (2) The reactants are [F:1][C:2]1[CH:7]=[CH:6][C:5]([C:8]2[CH:9]=[C:10]([CH2:19]OS(C)(=O)=O)[C:11](=[O:18])[N:12]([CH2:14][CH:15]([CH3:17])[CH3:16])[N:13]=2)=[CH:4][C:3]=1[CH3:25].[CH2:26]([N:33]1[CH2:38][CH2:37][NH:36][CH2:35][CH2:34]1)[C:27]1[CH:32]=[CH:31][CH:30]=[CH:29][CH:28]=1. No catalyst specified. The product is [CH2:26]([N:33]1[CH2:38][CH2:37][N:36]([CH2:19][C:10]2[C:11](=[O:18])[N:12]([CH2:14][CH:15]([CH3:17])[CH3:16])[N:13]=[C:8]([C:5]3[CH:6]=[CH:7][C:2]([F:1])=[C:3]([CH3:25])[CH:4]=3)[CH:9]=2)[CH2:35][CH2:34]1)[C:27]1[CH:28]=[CH:29][CH:30]=[CH:31][CH:32]=1. The yield is 0.986. (3) The reactants are [Cl:1][C:2]1[CH:7]=[C:6]([CH3:8])[C:5]([NH2:9])=[C:4](I)[CH:3]=1.[Cl:11][C:12]1[CH:17]=[CH:16][CH:15]=[CH:14][C:13]=1[C:18]#[CH:19]. No catalyst specified. The product is [Cl:1][C:2]1[CH:7]=[C:6]([CH3:8])[C:5]([NH2:9])=[C:4]([C:19]#[C:18][C:13]2[CH:14]=[CH:15][CH:16]=[CH:17][C:12]=2[Cl:11])[CH:3]=1. The yield is 0.680. (4) The reactants are [S:1]1[CH:5]=[CH:4][N:3]=[C:2]1[C:6]1([OH:16])[CH2:15][CH2:14][C:9]2([O:13][CH2:12][CH2:11][O:10]2)[CH2:8][CH2:7]1.[Br:17]N1C(=O)CCC1=O. The catalyst is CN(C=O)C. The product is [Br:17][C:5]1[S:1][C:2]([C:6]2([OH:16])[CH2:7][CH2:8][C:9]3([O:13][CH2:12][CH2:11][O:10]3)[CH2:14][CH2:15]2)=[N:3][CH:4]=1. The yield is 0.850. (5) The reactants are [NH2:1][CH2:2][C:3]1[C:4](=[O:14])[NH:5][C:6]([CH:10]2[CH2:13][CH2:12][CH2:11]2)=[CH:7][C:8]=1[CH3:9].[NH2:15][CH2:16][C:17]1[C:18](=[O:28])[NH:19][C:20]([CH3:27])=[CH:21][C:22]=1[CH:23]1[CH2:26][CH2:25][CH2:24]1.[CH3:29][C:30]([O:33][C:34](O[C:37]([O:39][C:40]([CH3:43])([CH3:42])[CH3:41])=[O:38])=[O:35])([CH3:32])[CH3:31].C(N(CC)CC)C. The catalyst is C1COCC1.CN(C=O)C. The product is [CH:10]1([C:6]2[NH:5][C:4](=[O:14])[C:3]([CH2:2][NH:1][C:34](=[O:35])[O:33][C:30]([CH3:32])([CH3:31])[CH3:29])=[C:8]([CH3:9])[CH:7]=2)[CH2:11][CH2:12][CH2:13]1.[CH:23]1([C:22]2[CH:21]=[C:20]([CH3:27])[NH:19][C:18](=[O:28])[C:17]=2[CH2:16][NH:15][C:37](=[O:38])[O:39][C:40]([CH3:41])([CH3:42])[CH3:43])[CH2:24][CH2:25][CH2:26]1. The yield is 0.200. (6) The reactants are [Cl:1][C:2]1[N:11]=[C:10](Cl)[C:9]2[C:4](=[CH:5][CH:6]=[CH:7][CH:8]=2)[N:3]=1.C1C=C2C(NC(NC2=CC=1)=O)=O.O=P(Cl)(Cl)Cl.Cl.[NH2:31][S:32]([C:35]1[CH:42]=[CH:41][C:38]([CH2:39]N)=[CH:37][CH:36]=1)(=[O:34])=[O:33].C(N(C(C)C)CC)(C)C. The catalyst is C(O)C. The product is [Cl:1][C:2]1[N:11]=[C:10]([CH2:39][C:38]2[CH:37]=[CH:36][C:35]([S:32]([NH2:31])(=[O:34])=[O:33])=[CH:42][CH:41]=2)[C:9]2[C:4](=[CH:5][CH:6]=[CH:7][CH:8]=2)[N:3]=1. The yield is 0.880.